Task: Predict the reaction yield, written as a fraction of the theoretical maximum amount of product (1.0 means a 100% yield; for example, 0.34 means a 34% yield).. Dataset: Reaction yield outcomes from USPTO patents with 853,638 reactions The reactants are [Br:1][C:2]1[CH:3]=[C:4]([O:13][CH:14]([CH3:16])[CH3:15])[C:5]([CH3:12])=[C:6]([CH:11]=1)[C:7]([O:9]C)=[O:8].[OH-].[Na+].Cl. The catalyst is CO. The product is [Br:1][C:2]1[CH:3]=[C:4]([O:13][CH:14]([CH3:16])[CH3:15])[C:5]([CH3:12])=[C:6]([CH:11]=1)[C:7]([OH:9])=[O:8]. The yield is 1.03.